Dataset: Full USPTO retrosynthesis dataset with 1.9M reactions from patents (1976-2016). Task: Predict the reactants needed to synthesize the given product. The reactants are: [CH3:1][C:2]1[N:6]=[C:5]([C:7]2[CH:8]=[CH:9][C:10]([O:15][CH2:16][CH:17]([CH3:19])[CH3:18])=[C:11]([C:13]#[N:14])[CH:12]=2)[S:4][C:3]=1[C:20]([OH:22])=[O:21].O1CCOCC1. Given the product [CH3:1][C:2]1[N:6]=[C:5]([C:7]2[CH:8]=[CH:9][C:10]([O:15][CH2:16][CH:17]([CH3:19])[CH3:18])=[C:11]([C:13]#[N:14])[CH:12]=2)[S:4][C:3]=1[C:20]([OH:22])=[O:21], predict the reactants needed to synthesize it.